This data is from HIV replication inhibition screening data with 41,000+ compounds from the AIDS Antiviral Screen. The task is: Binary Classification. Given a drug SMILES string, predict its activity (active/inactive) in a high-throughput screening assay against a specified biological target. (1) The molecule is CCOC(=O)C(=Cc1cccc(OC)c1)P(=O)(OCC)OCC. The result is 0 (inactive). (2) The drug is Cn1cc(-c2ccc(CCOC3CCCCO3)cc2)c2c(C#N)cccc21. The result is 0 (inactive). (3) The molecule is CN(C)CCNC(=O)c1cccc2c(Nc3ccc(S(N)(=O)=O)cc3)c3ccccc3nc12. The result is 0 (inactive). (4) The molecule is C=CCOc1ccc(C2c3c(n[nH]c3O)CC(O)(OCC)C2C(=O)OCC)cc1OC. The result is 0 (inactive). (5) The compound is CCOC(=O)C1(CC=CCCl)CCCC1=O. The result is 0 (inactive). (6) The compound is O=C1C=C(C2=C(C3=CC(=O)c4ccccc4C3=O)C(=O)c3ccccc3C2=O)C(=O)c2ccccc21. The result is 0 (inactive). (7) The compound is CCC1(O)CCC2C3CCC4=CC(=O)CCC4C3CCC21CC. The result is 0 (inactive).